Dataset: Reaction yield outcomes from USPTO patents with 853,638 reactions. Task: Predict the reaction yield, written as a fraction of the theoretical maximum amount of product (1.0 means a 100% yield; for example, 0.34 means a 34% yield). (1) The product is [P:21]([O-:24])([O-:23])([O:20][CH2:19][C:18]([CH3:25])([CH3:26])[CH2:17][C@H:16]([N:27]([CH3:40])[C:28]([NH:30][CH2:31][C:32]1[CH:37]=[CH:36][CH:35]=[C:34]([F:38])[C:33]=1[Cl:39])=[O:29])[CH2:15][O:14][C:13](=[O:41])[NH:12][C:6]1[N:7]=[CH:8][C:9]2[C:4]([CH:5]=1)=[CH:3][C:2]([F:1])=[CH:11][CH:10]=2)=[O:22].[Na+:43].[Na+:43]. The yield is 0.941. The reactants are [F:1][C:2]1[CH:3]=[C:4]2[C:9](=[CH:10][CH:11]=1)[CH:8]=[N:7][C:6]([NH:12][C:13](=[O:41])[O:14][CH2:15][CH:16]([N:27]([CH3:40])[C:28]([NH:30][CH2:31][C:32]1[CH:37]=[CH:36][CH:35]=[C:34]([F:38])[C:33]=1[Cl:39])=[O:29])[CH2:17][C:18]([CH3:26])([CH3:25])[CH2:19][O:20][P:21]([OH:24])([OH:23])=[O:22])=[CH:5]2.[OH-].[Na+:43]. The catalyst is CO. (2) The reactants are [Br:1][C:2]1[CH:3]=[N:4][C:5]2[CH2:6][CH2:7][NH:8][CH2:9][C:10]=2[CH:11]=1.C1COCC1.[C:17]([O:21][C:22](O[C:22]([O:21][C:17]([CH3:20])([CH3:19])[CH3:18])=[O:23])=[O:23])([CH3:20])([CH3:19])[CH3:18]. The catalyst is CN(C1C=CN=CC=1)C. The product is [Br:1][C:2]1[CH:3]=[N:4][C:5]2[CH2:6][CH2:7][N:8]([C:22]([O:21][C:17]([CH3:20])([CH3:19])[CH3:18])=[O:23])[CH2:9][C:10]=2[CH:11]=1. The yield is 0.975.